Dataset: Reaction yield outcomes from USPTO patents with 853,638 reactions. Task: Predict the reaction yield, written as a fraction of the theoretical maximum amount of product (1.0 means a 100% yield; for example, 0.34 means a 34% yield). (1) The reactants are [H-].[Na+].[C:3]([C:6]1[C:18]([O:19][CH3:20])=[CH:17][C:16]2[NH:15][C:14]3[CH:13]=[CH:12][C:11]4[C:21](=[O:24])[CH2:22][CH2:23][C:10]=4[C:9]=3[C:8]=2[CH:7]=1)(=[O:5])[CH3:4].[H][H].Cl.[CH3:28][N:29]([CH3:34])[CH2:30][CH2:31][CH2:32]Cl.Cl. The catalyst is C(Cl)Cl. The product is [C:3]([C:6]1[C:18]([O:19][CH3:20])=[CH:17][C:16]2[N:15]([CH2:32][CH2:31][CH2:30][N:29]([CH3:34])[CH3:28])[C:14]3[CH:13]=[CH:12][C:11]4[C:21](=[O:24])[CH2:22][CH2:23][C:10]=4[C:9]=3[C:8]=2[CH:7]=1)(=[O:5])[CH3:4]. The yield is 0.680. (2) The reactants are CC(C)([O-])C.[Na+].C(P(C(C)(C)C)C1C=CC=CC=1C1C=CC=CC=1)(C)(C)C.[C:28]([O:32][C:33]([N:35]1[CH2:40][CH2:39][NH:38][CH2:37][CH2:36]1)=[O:34])([CH3:31])([CH3:30])[CH3:29].Cl[C:42]1[CH:47]=[CH:46][C:45]([C:48]([F:51])([F:50])[F:49])=[C:44]([F:52])[CH:43]=1. The catalyst is CCOCC.C([O-])(=O)C.[Pd+2].C([O-])(=O)C.C1(C)C=CC=CC=1. The product is [C:28]([O:32][C:33]([N:35]1[CH2:40][CH2:39][N:38]([C:42]2[CH:47]=[CH:46][C:45]([C:48]([F:50])([F:51])[F:49])=[C:44]([F:52])[CH:43]=2)[CH2:37][CH2:36]1)=[O:34])([CH3:31])([CH3:29])[CH3:30]. The yield is 0.610.